Dataset: Catalyst prediction with 721,799 reactions and 888 catalyst types from USPTO. Task: Predict which catalyst facilitates the given reaction. Reactant: [CH3:1][O:2][C:3]1[CH:8]=[CH:7][C:6]([C:9]2[CH:14]=[C:13]([C:15]([F:18])([F:17])[F:16])[N:12]3[N:19]=[CH:20][C:21]([C:22](O)=[O:23])=[C:11]3[N:10]=2)=[CH:5][CH:4]=1.S(Cl)(Cl)=O.CCN(C(C)C)C(C)C.C(O)(C(F)(F)F)=O.[F:45][C:46]([F:61])([F:60])[CH:47]([N:54]1[CH2:59][CH2:58][NH:57][CH2:56][CH2:55]1)[C:48]1[CH:53]=[CH:52][CH:51]=[CH:50][CH:49]=1. Product: [CH3:1][O:2][C:3]1[CH:8]=[CH:7][C:6]([C:9]2[CH:14]=[C:13]([C:15]([F:18])([F:16])[F:17])[N:12]3[N:19]=[CH:20][C:21]([C:22]([N:57]4[CH2:58][CH2:59][N:54]([CH:47]([C:48]5[CH:49]=[CH:50][CH:51]=[CH:52][CH:53]=5)[C:46]([F:45])([F:60])[F:61])[CH2:55][CH2:56]4)=[O:23])=[C:11]3[N:10]=2)=[CH:5][CH:4]=1. The catalyst class is: 25.